From a dataset of Reaction yield outcomes from USPTO patents with 853,638 reactions. Predict the reaction yield, written as a fraction of the theoretical maximum amount of product (1.0 means a 100% yield; for example, 0.34 means a 34% yield). The reactants are [Br:1][C:2]1[C:11]2[C:6](=[CH:7][C:8]([O:12][CH3:13])=[CH:9][CH:10]=2)[CH:5]=[CH:4][C:3]=1[OH:14].C(=O)([O-])[O-].[K+].[K+].[CH2:21](Br)[C:22]1[CH:27]=[CH:26][CH:25]=[CH:24][CH:23]=1. The catalyst is CN(C=O)C. The product is [CH2:21]([O:14][C:3]1[CH:4]=[CH:5][C:6]2[C:11](=[CH:10][CH:9]=[C:8]([O:12][CH3:13])[CH:7]=2)[C:2]=1[Br:1])[C:22]1[CH:27]=[CH:26][CH:25]=[CH:24][CH:23]=1. The yield is 0.862.